This data is from Full USPTO retrosynthesis dataset with 1.9M reactions from patents (1976-2016). The task is: Predict the reactants needed to synthesize the given product. (1) Given the product [ClH:35].[CH3:25][O:24][C:21]1[CH:20]=[CH:19][C:18]([CH2:17][N:13]2[C:12](=[O:26])[C:11]3([CH2:10][CH2:9][NH:8][CH2:28][CH2:27]3)[NH:15][C:14]2=[O:16])=[CH:23][CH:22]=1, predict the reactants needed to synthesize it. The reactants are: C(OC([N:8]1[CH2:28][CH2:27][C:11]2([NH:15][C:14](=[O:16])[N:13]([CH2:17][C:18]3[CH:23]=[CH:22][C:21]([O:24][CH3:25])=[CH:20][CH:19]=3)[C:12]2=[O:26])[CH2:10][CH2:9]1)=O)(C)(C)C.O1CCOCC1.[ClH:35]. (2) Given the product [OH:9][C@H:4]1[CH2:5][CH2:6][CH2:7][CH2:8][C@@H:3]1[NH:2][C:17](=[O:18])[O:19][C:20]([CH3:23])([CH3:22])[CH3:21], predict the reactants needed to synthesize it. The reactants are: Cl.[NH2:2][C@H:3]1[CH2:8][CH2:7][CH2:6][CH2:5][C@@H:4]1[OH:9].C(N(CC)CC)C.[C:17](O[C:17]([O:19][C:20]([CH3:23])([CH3:22])[CH3:21])=[O:18])([O:19][C:20]([CH3:23])([CH3:22])[CH3:21])=[O:18]. (3) Given the product [CH3:1][O:2][C:3]([C:5]1[CH:6]=[C:7]2[C:11](=[CH:12][C:13]=1[NH:14][C:15]1[CH:20]=[CH:19][C:18]([I:27])=[CH:17][C:16]=1[F:25])[C:10](=[O:26])[NH:9][CH2:8]2)=[O:4], predict the reactants needed to synthesize it. The reactants are: [CH3:1][O:2][C:3]([C:5]1[CH:6]=[C:7]2[C:11](=[CH:12][C:13]=1[NH:14][C:15]1[CH:20]=[CH:19][C:18]([Si](C)(C)C)=[CH:17][C:16]=1[F:25])[C:10](=[O:26])[NH:9][CH2:8]2)=[O:4].[I:27]Cl. (4) Given the product [ClH:42].[CH2:1]([C:3]1[C:8]([O:9][C:10]2[C:11]([NH:23][C:24]3[S:28][N:27]=[C:26]([C@H:29]([OH:30])[C@@H:33]([OH:32])[CH2:34][O:35][CH3:36])[N:25]=3)=[N:12][CH:13]=[C:14]([S:16][C:17]3[CH:22]=[CH:21][CH:20]=[CH:19][N:18]=3)[CH:15]=2)=[CH:7][CH:6]=[CH:5][N:4]=1)[CH3:2], predict the reactants needed to synthesize it. The reactants are: [CH2:1]([C:3]1[C:8]([O:9][C:10]2[C:11]([NH:23][C:24]3[S:28][N:27]=[C:26]([C@H:29]4[C@H:33]([CH2:34][O:35][CH3:36])[O:32]C5(CCCCC5)[O:30]4)[N:25]=3)=[N:12][CH:13]=[C:14]([S:16][C:17]3[CH:22]=[CH:21][CH:20]=[CH:19][N:18]=3)[CH:15]=2)=[CH:7][CH:6]=[CH:5][N:4]=1)[CH3:2].[ClH:42]. (5) Given the product [CH:1]([O:4][C:5](=[O:14])[C:6]1[CH:11]=[C:10]([Cl:12])[C:9]([N:17]([CH2:15][CH3:16])[CH3:18])=[N:8][CH:7]=1)([CH3:3])[CH3:2], predict the reactants needed to synthesize it. The reactants are: [CH:1]([O:4][C:5](=[O:14])[C:6]1[CH:11]=[C:10]([Cl:12])[C:9](Cl)=[N:8][CH:7]=1)([CH3:3])[CH3:2].[CH2:15]([NH:17][CH3:18])[CH3:16]. (6) The reactants are: [C:1]([O:9][CH2:10][CH3:11])(=[O:8])[CH2:2][C:3]([O:5][CH2:6][CH3:7])=[O:4].[Cl-].[Mg+2].[Cl-].[F:15][C:16]1[C:21]([F:22])=[CH:20][CH:19]=[CH:18][C:17]=1[C:23]1([C:29](O)=[O:30])[CH2:28][CH2:27][O:26][CH2:25][CH2:24]1.S(Cl)(Cl)(=O)=O.Cl. Given the product [F:15][C:16]1[C:21]([F:22])=[CH:20][CH:19]=[CH:18][C:17]=1[C:23]1([C:29]([CH:2]([C:3]([O:5][CH2:6][CH3:7])=[O:4])[C:1]([O:9][CH2:10][CH3:11])=[O:8])=[O:30])[CH2:28][CH2:27][O:26][CH2:25][CH2:24]1, predict the reactants needed to synthesize it. (7) Given the product [Br:1][C:2]1[CH:7]=[CH:6][CH:5]=[C:4]([N+:8]([O-:10])=[O:9])[C:3]=1[S:16][CH2:15][CH2:14][CH2:13][Cl:12], predict the reactants needed to synthesize it. The reactants are: [Br:1][C:2]1[CH:7]=[CH:6][CH:5]=[C:4]([N+:8]([O-:10])=[O:9])[C:3]=1Cl.[Cl:12][CH2:13][CH2:14][CH2:15][SH:16].[OH-].[K+]. (8) Given the product [C:10]1([C:3]2([C:7]([O:9][CH3:22])=[O:8])[CH2:4][CH2:5][CH2:6][CH2:2]2)[CH:15]=[CH:14][CH:13]=[CH:12][CH:11]=1, predict the reactants needed to synthesize it. The reactants are: C[CH:2]1[CH2:6][CH2:5][CH2:4][C:3]1([C:10]1[CH:15]=[CH:14][CH:13]=[CH:12][C:11]=1F)[C:7]([OH:9])=[O:8].S(=O)(=O)(O)O.[C:22](=O)([O-])[O-].[Na+].[Na+].